This data is from Forward reaction prediction with 1.9M reactions from USPTO patents (1976-2016). The task is: Predict the product of the given reaction. Given the reactants [Br-:1].[K+:2].[CH2:3]1[CH2:9][S:6](=[O:8])(=[O:7])[O:5][CH2:4]1.C(O)C, predict the reaction product. The product is: [Br:1][CH2:4][CH2:3][CH2:9][S:6]([O-:5])(=[O:8])=[O:7].[K+:2].